This data is from Peptide-MHC class II binding affinity with 134,281 pairs from IEDB. The task is: Regression. Given a peptide amino acid sequence and an MHC pseudo amino acid sequence, predict their binding affinity value. This is MHC class II binding data. (1) The MHC is HLA-DQA10104-DQB10503 with pseudo-sequence HLA-DQA10104-DQB10503. The peptide sequence is NYNCKILPNTLVLDF. The binding affinity (normalized) is 0.303. (2) The peptide sequence is DVCGMFTNRSGSQQWR. The binding affinity (normalized) is 0.208. The MHC is HLA-DQA10104-DQB10503 with pseudo-sequence HLA-DQA10104-DQB10503. (3) The peptide sequence is GADQGCAINFGKREL. The binding affinity (normalized) is 0. The MHC is DRB5_0101 with pseudo-sequence DRB5_0101.